From a dataset of NCI-60 drug combinations with 297,098 pairs across 59 cell lines. Regression. Given two drug SMILES strings and cell line genomic features, predict the synergy score measuring deviation from expected non-interaction effect. (1) Drug 1: C1=NNC2=C1C(=O)NC=N2. Drug 2: C1CC(=O)NC(=O)C1N2C(=O)C3=CC=CC=C3C2=O. Cell line: HCT-15. Synergy scores: CSS=3.46, Synergy_ZIP=-5.18, Synergy_Bliss=-6.60, Synergy_Loewe=-2.69, Synergy_HSA=-3.19. (2) Synergy scores: CSS=39.6, Synergy_ZIP=-3.22, Synergy_Bliss=-2.23, Synergy_Loewe=-16.6, Synergy_HSA=0.103. Drug 1: CS(=O)(=O)OCCCCOS(=O)(=O)C. Cell line: SW-620. Drug 2: CC1=C(C(=O)C2=C(C1=O)N3CC4C(C3(C2COC(=O)N)OC)N4)N.